Dataset: Human Reference Interactome with 51,813 positive PPI pairs across 8,248 proteins, plus equal number of experimentally-validated negative pairs. Task: Binary Classification. Given two protein amino acid sequences, predict whether they physically interact or not. (1) Protein 1 (ENSG00000115216) has sequence MSEGESQTVLSSGSDPKVESSSSAPGLTSVSPPVTSTTSAASPEEEEESEDESEILEESPCGRWQKRREEVNQRNVPGIDSAYLAMDTEEGVEVVWNEVQFSERKNYKLQEEKVRAVFDNLIQLEHLNIVKFHKYWADIKENKARVIFITEYMSSGSLKQFLKKTKKNHKTMNEKAWKRWCTQILSALSYLHSCDPPIIHGNLTCDTIFIQHNGLIKIGSVAPDTINNHVKTCREEQKNLHFFAPEYGEVTNVTTAVDIYSFGMCALEMAVLEIQGNGESSYVPQEAISSAIQLLEDPLQ.... Protein 2 (ENSG00000206181) has sequence MAAGSTTLHAVEKLQVRLATKTEPKKLEKYLQKLSALPMTADILAETGIRKTVKRLRKHQHVGDFARDLAARWKKLVLVDRNTRPGPQDPEESASRQRFGEALQDQEKAWGFPENATAPRSPSHSPEHRRTARRTPPGQQRPHPRSHSREPRAERKCPRIAPADSGRYRASPTRTAPLRMPEGPEPAAPGKQPGRGHTHAAQGGPLLCPGCQGQPQGKAVVSHSKGHKSSRQEKRPLCAQGDWHSPTLIREKSCGACLREETPRMPSWASARDRQPSDFKTDKEGGQAGSGQRVPALEEA.... Result: 0 (the proteins do not interact). (2) Protein 1 (ENSG00000173221) has sequence MAQEFVNCKIQPGKVVVFIKPTCPYCRRAQEILSQLPIKQGLLEFVDITATNHTNEIQDYLQQLTGARTVPRVFIGKDCIGGCSDLVSLQQSGELLTRLKQIGALQ*. Protein 2 (ENSG00000137941) has sequence MPSLPQEGVIQGPSPLDLNTELPYQSTMKRKVRKKKKKGTITANVAGTKFEIVRLVIDEMGFMKTPDEDETSNLIWCDSAVQQEKISELQNYQRINHFPGMGEICRKDFLARNMTKMIKSRPLDYTFVPRTWIFPAEYTQFQNYVKELKKKRKQKTFIVKPANGAMGHGISLIRNGDKLPSQDHLIVQEYIEKPFLMEGYKFDLRIYILVTSCDPLKIFLYHDGLVRMGTEKYIPPNESNLTQLYMHLTNYSVNKHNEHFERDETENKGSKRSIKWFTEFLQANQHDVAKFWSDISELVV.... Result: 0 (the proteins do not interact). (3) Protein 2 (ENSG00000213066) has sequence MAATAAAVVAEEDTELRDLLVQTLENSGVLNRIKAELRAAVFLALEEQEKVENKTPLVNESLKKFLNTKDGRLVASLVAEFLQFFNLDFTLAVFQPETSTLQGLEGRENLARDLGIIEAEGTVGGPLLLEVIRRCQQKEKGPTTGEGALDLSDVHSPPKSPEGKTSAQTTPSKIPRYKGQGKKKTSGQKAGDKKANDEANQSDTSVSLSEPKSKSSLHLLSHETKIGSFLSNRTLDGKDKAGLCPDEDDMEGDSFFDDPIPKPEKTYGLRKEPRKQAGSLASLSDAPPLKSGLSSLAGAP.... Protein 1 (ENSG00000130222) has sequence MTLEEVRGQDTVPESTARMQGAGKALHELLLSAQRQGCLTAGVYESAKVLNVDPDNVTFCVLAAGEEDEGDIALQIHFTLIQAFCCENDIDIVRVGDVQRLAAIVGAGEEAGAPGDLHCILISNPNEDAWKDPALEKLSLFCEESRSVNDWVPSITLPE*MQGAGKALHELLLSAQRQGCLTAGVYESAKVLNVDPDNVTFCVLAAGEEDEGDIALQIHFTLIQAFCCENDIDIVRVGDVQRLAAIVGAGEEAGAPGDLHCILISNPNEDAWKDPALEKLSLFCEESRSVNDWVPSITLP.... Result: 0 (the proteins do not interact).